Predict the reaction yield, written as a fraction of the theoretical maximum amount of product (1.0 means a 100% yield; for example, 0.34 means a 34% yield). From a dataset of Reaction yield outcomes from USPTO patents with 853,638 reactions. The reactants are [F:1][C:2]1[CH:3]=[C:4]([CH2:9][C:10]([OH:12])=O)[CH:5]=[CH:6][C:7]=1[F:8].S(Cl)([Cl:15])=O. The catalyst is ClCCCl. The product is [F:1][C:2]1[CH:3]=[C:4]([CH2:9][C:10]([Cl:15])=[O:12])[CH:5]=[CH:6][C:7]=1[F:8]. The yield is 1.00.